Dataset: Forward reaction prediction with 1.9M reactions from USPTO patents (1976-2016). Task: Predict the product of the given reaction. (1) Given the reactants [F:1][C:2]1[CH:7]=[CH:6][C:5]([CH2:8][C:9]2[CH:18]=[C:17]3[C:12]([C:13]([OH:32])=[C:14]([C:27](OCC)=[O:28])[C:15](=[O:26])[N:16]3[CH2:19][CH2:20][CH2:21][S:22]([CH3:25])(=[O:24])=[O:23])=[N:11][CH:10]=2)=[CH:4][CH:3]=1.[CH2:33]([CH2:35][NH2:36])[OH:34], predict the reaction product. The product is: [F:1][C:2]1[CH:3]=[CH:4][C:5]([CH2:8][C:9]2[CH:18]=[C:17]3[C:12]([C:13]([OH:32])=[C:14]([C:27]([NH:36][CH2:35][CH2:33][OH:34])=[O:28])[C:15](=[O:26])[N:16]3[CH2:19][CH2:20][CH2:21][S:22]([CH3:25])(=[O:23])=[O:24])=[N:11][CH:10]=2)=[CH:6][CH:7]=1. (2) The product is: [CH3:28][O:29][CH2:30][CH2:31][C:32]([NH:1][C:2]1[CH:3]=[N:4][C:5]([C:8]2[CH:27]=[CH:26][CH:25]=[C:10]([CH2:11][C:12]3[C:17](=[O:18])[CH:16]=[CH:15][N:14]([C:19]4[CH:20]=[N:21][N:22]([CH3:24])[CH:23]=4)[N:13]=3)[CH:9]=2)=[N:6][CH:7]=1)=[O:33]. Given the reactants [NH2:1][C:2]1[CH:3]=[N:4][C:5]([C:8]2[CH:9]=[C:10]([CH:25]=[CH:26][CH:27]=2)[CH2:11][C:12]2[C:17](=[O:18])[CH:16]=[CH:15][N:14]([C:19]3[CH:20]=[N:21][N:22]([CH3:24])[CH:23]=3)[N:13]=2)=[N:6][CH:7]=1.[CH3:28][O:29][CH2:30][CH2:31][C:32](O)=[O:33].CCN(C(C)C)C(C)C.CCCP1(OP(CCC)(=O)OP(CCC)(=O)O1)=O, predict the reaction product. (3) Given the reactants [C:1]([NH:9][C:10]1[C:11]([C:21]([O:23]C)=[O:22])=[N:12][N:13]([CH:15]2[CH2:20][CH2:19][CH2:18][CH2:17][O:16]2)[CH:14]=1)(=[O:8])[C:2]1[CH:7]=[CH:6][CH:5]=[CH:4][CH:3]=1.Cl, predict the reaction product. The product is: [C:1]([NH:9][C:10]1[C:11]([C:21]([OH:23])=[O:22])=[N:12][N:13]([CH:15]2[CH2:20][CH2:19][CH2:18][CH2:17][O:16]2)[CH:14]=1)(=[O:8])[C:2]1[CH:7]=[CH:6][CH:5]=[CH:4][CH:3]=1.